From a dataset of Peptide-MHC class I binding affinity with 185,985 pairs from IEDB/IMGT. Regression. Given a peptide amino acid sequence and an MHC pseudo amino acid sequence, predict their binding affinity value. This is MHC class I binding data. The peptide sequence is FSFGDYFKK. The MHC is HLA-A03:01 with pseudo-sequence HLA-A03:01. The binding affinity (normalized) is 0.659.